Dataset: Forward reaction prediction with 1.9M reactions from USPTO patents (1976-2016). Task: Predict the product of the given reaction. (1) Given the reactants [F:1][C:2]1[CH:29]=[CH:28][C:5]([C:6]([CH:8]([C:18]2[CH:19]=[C:20]([CH:25]=[CH:26][CH:27]=2)[C:21]([O:23][CH3:24])=[O:22])[CH2:9]/[CH:10]=[CH:11]/[C:12]2[CH:17]=[CH:16][CH:15]=[CH:14][CH:13]=2)=[O:7])=[CH:4][CH:3]=1.[CH2:30]1OCCOCCOCCOCCOCCOC1.[CH3:48][C:49]([O-:52])([CH3:51])[CH3:50].[K+].C([C:58]1[C:59](C(C)(C)C)=[C:60]([C:66]([P:69](=[O:72])([O-:71])[O-])([F:68])[F:67])[CH:61]=[CH:62][C:63]=1[CH2:64]Br)(C)(C)C.[CH2:77]1[CH2:81]OC[CH2:78]1, predict the reaction product. The product is: [C:49]([O:52][P:69]([C:66]([F:67])([F:68])[C:60]1[CH:59]=[CH:58][C:63]([CH2:64]/[C:11](/[C:12]2[CH:17]=[CH:16][CH:15]=[CH:14][CH:13]=2)=[CH:10]\[CH2:9][CH:8]([C:18]2[CH:19]=[C:20]([CH:25]=[CH:26][CH:27]=2)[C:21]([O:23][CH3:24])=[O:22])[C:6](=[O:7])[C:5]2[CH:4]=[CH:3][C:2]([F:1])=[CH:29][CH:28]=2)=[CH:62][CH:61]=1)([O:71][C:77]([CH3:78])([CH3:81])[CH3:30])=[O:72])([CH3:51])([CH3:50])[CH3:48]. (2) Given the reactants Br[CH2:2][CH2:3][CH2:4][C:5]#[C:6][C:7]1[CH:12]=[CH:11][C:10]([NH:13][C:14](=[O:19])[C:15]([F:18])([F:17])[F:16])=[CH:9][CH:8]=1.[NH2:20][CH2:21][C@@H:22]([C:31]1[CH:40]=[CH:39][C:38]([OH:41])=[C:37]2[C:32]=1[CH:33]=[CH:34][C:35](=[O:42])[NH:36]2)[O:23][Si:24]([C:27]([CH3:30])([CH3:29])[CH3:28])([CH3:26])[CH3:25].C(N(CC)C(C)C)(C)C.[I-].[K+], predict the reaction product. The product is: [Si:24]([O:23][C@H:22]([C:31]1[CH:40]=[CH:39][C:38]([OH:41])=[C:37]2[C:32]=1[CH:33]=[CH:34][C:35](=[O:42])[NH:36]2)[CH2:21][NH:20][CH2:2][CH2:3][CH2:4][C:5]#[C:6][C:7]1[CH:12]=[CH:11][C:10]([NH:13][C:14](=[O:19])[C:15]([F:18])([F:17])[F:16])=[CH:9][CH:8]=1)([C:27]([CH3:30])([CH3:29])[CH3:28])([CH3:26])[CH3:25]. (3) Given the reactants [C:1]1([C:7]#[C:8][C:9]2[CH:10]=[CH:11][C:12]([CH2:15]O)=[N:13][CH:14]=2)[CH:6]=[CH:5][CH:4]=[CH:3][CH:2]=1.[CH3:17][CH:18]1[CH2:22][CH2:21][NH:20][C:19]1=[O:23], predict the reaction product. The product is: [CH3:17][CH:18]1[CH2:22][CH2:21][N:20]([CH2:15][C:12]2[CH:11]=[CH:10][C:9]([C:8]#[C:7][C:1]3[CH:2]=[CH:3][CH:4]=[CH:5][CH:6]=3)=[CH:14][N:13]=2)[C:19]1=[O:23]. (4) Given the reactants Cl.Cl[CH2:3][CH2:4][N:5]1[CH2:9][CH2:8][CH2:7][CH2:6]1.C(=O)([O-])[O-].[K+].[K+].[N+:16]([C:19]1[CH:20]=[N:21][NH:22][CH:23]=1)([O-:18])=[O:17], predict the reaction product. The product is: [N+:16]([C:19]1[CH:20]=[N:21][N:22]([CH2:3][CH2:4][N:5]2[CH2:9][CH2:8][CH2:7][CH2:6]2)[CH:23]=1)([O-:18])=[O:17].